The task is: Predict the reactants needed to synthesize the given product.. This data is from Full USPTO retrosynthesis dataset with 1.9M reactions from patents (1976-2016). (1) Given the product [CH2:20]([N:13]1[C:14]2[C:19](=[CH:18][CH:17]=[CH:16][CH:15]=2)[C:11]([C:9](=[O:10])[CH2:6][C:2]#[N:1])=[CH:12]1)[CH3:21], predict the reactants needed to synthesize it. The reactants are: [NH2:1][C:2]1[CH:6]=CNN=1.CO[C:9]([C:11]1[C:19]2[C:14](=[CH:15][CH:16]=[CH:17][CH:18]=2)[N:13]([CH2:20][CH3:21])[CH:12]=1)=[O:10]. (2) Given the product [OH:3][CH2:2][C:1]([O:5][CH2:6][CH2:7][CH2:8][CH2:9][CH2:10][CH3:11])=[O:4], predict the reactants needed to synthesize it. The reactants are: [C:1]([OH:5])(=[O:4])[CH2:2][OH:3].[CH2:6](I)[CH2:7][CH2:8][CH2:9][CH2:10][CH3:11].C1CCN2C(=NCCC2)CC1. (3) Given the product [NH2:1][C:2]1[N:7]=[CH:6][N:5]=[C:4]2[N:8]([CH2:25][C@H:26]3[CH2:30][CH2:29][CH2:28][N:27]3[C:31](=[O:35])[C:32]([C:33]#[N:34])=[CH:50][C:46]([N:38]([CH2:36][CH3:37])[C:39](=[O:45])[O:40][C:41]([CH3:44])([CH3:43])[CH3:42])([CH3:47])[CH3:49])[N:9]=[C:10]([C:11]3[CH:16]=[CH:15][C:14]([O:17][C:18]4[CH:19]=[CH:20][CH:21]=[CH:22][CH:23]=4)=[CH:13][C:12]=3[F:24])[C:3]=12, predict the reactants needed to synthesize it. The reactants are: [NH2:1][C:2]1[N:7]=[CH:6][N:5]=[C:4]2[N:8]([CH2:25][C@H:26]3[CH2:30][CH2:29][CH2:28][N:27]3[C:31](=[O:35])[CH2:32][C:33]#[N:34])[N:9]=[C:10]([C:11]3[CH:16]=[CH:15][C:14]([O:17][C:18]4[CH:23]=[CH:22][CH:21]=[CH:20][CH:19]=4)=[CH:13][C:12]=3[F:24])[C:3]=12.[CH2:36]([N:38]([C:46]([CH3:50])([CH3:49])[CH:47]=O)[C:39](=[O:45])[O:40][C:41]([CH3:44])([CH3:43])[CH3:42])[CH3:37].N1CCCCC1.